From a dataset of Full USPTO retrosynthesis dataset with 1.9M reactions from patents (1976-2016). Predict the reactants needed to synthesize the given product. (1) Given the product [C:1]1([C:7]2[O:19][C:10]3=[N:11][CH:12]=[C:13]4[C:17]([NH:18][C:29]([NH:28][CH2:26][CH3:27])=[O:30])=[N:16][NH:15][C:14]4=[C:9]3[C:8]=2[C:20]2[CH:21]=[CH:22][CH:23]=[CH:24][CH:25]=2)[CH:6]=[CH:5][CH:4]=[CH:3][CH:2]=1, predict the reactants needed to synthesize it. The reactants are: [C:1]1([C:7]2[O:19][C:10]3=[N:11][CH:12]=[C:13]4[C:17]([NH2:18])=[N:16][NH:15][C:14]4=[C:9]3[C:8]=2[C:20]2[CH:25]=[CH:24][CH:23]=[CH:22][CH:21]=2)[CH:6]=[CH:5][CH:4]=[CH:3][CH:2]=1.[CH2:26]([N:28]=[C:29]=[O:30])[CH3:27]. (2) Given the product [N:1]([C:2]1[CH:3]=[C:4]2[C:8](=[CH:9][CH:10]=1)[CH2:7][CH:6]([OH:11])[CH2:5]2)=[C:17]=[S:18], predict the reactants needed to synthesize it. The reactants are: [NH2:1][C:2]1[CH:3]=[C:4]2[C:8](=[CH:9][CH:10]=1)[CH2:7][CH:6]([OH:11])[CH2:5]2.C1N=CN([C:17](N2C=NC=C2)=[S:18])C=1. (3) Given the product [OH:1][C:2]1[CH:10]=[CH:9][C:5]([C:6]([NH:28][CH2:27][C@H:24]2[CH2:23][CH2:22][C@@H:21]([CH2:20][CH2:19][O:12][C:13]3[CH:14]=[CH:15][CH:16]=[CH:17][CH:18]=3)[CH2:26][CH2:25]2)=[O:8])=[CH:4][N:3]=1, predict the reactants needed to synthesize it. The reactants are: [OH:1][C:2]1[CH:10]=[CH:9][C:5]([C:6]([OH:8])=O)=[CH:4][N:3]=1.Cl.[O:12]([CH2:19][CH2:20][C@@H:21]1[CH2:26][CH2:25][C@H:24]([CH2:27][NH2:28])[CH2:23][CH2:22]1)[C:13]1[CH:18]=[CH:17][CH:16]=[CH:15][CH:14]=1. (4) Given the product [F:10][C:11]1[CH:16]=[CH:15][C:14]([C:17]2[C:26]([CH:27]([F:7])[C:28]3[CH:29]=[CH:30][C:31]([O:34][C:35]([F:36])([F:38])[F:37])=[CH:32][CH:33]=3)=[C:25]([CH:40]([CH3:41])[CH3:42])[CH:24]=[C:23]3[C:18]=2[C:19](=[O:45])[CH2:20][C:21]([CH3:43])([CH3:44])[O:22]3)=[CH:13][CH:12]=1, predict the reactants needed to synthesize it. The reactants are: C(N(S(F)(F)[F:7])CC)C.[F:10][C:11]1[CH:16]=[CH:15][C:14]([C:17]2[C:26]([CH:27](O)[C:28]3[CH:33]=[CH:32][C:31]([O:34][C:35]([F:38])([F:37])[F:36])=[CH:30][CH:29]=3)=[C:25]([CH:40]([CH3:42])[CH3:41])[CH:24]=[C:23]3[C:18]=2[C:19](=[O:45])[CH2:20][C:21]([CH3:44])([CH3:43])[O:22]3)=[CH:13][CH:12]=1.O. (5) Given the product [C:1]1([S:7]([N:10]2[C:14]3=[N:15][CH:16]=[CH:17][CH:18]=[C:13]3[CH:12]=[C:11]2[C:19]([C:26]2[CH:27]=[CH:28][C:29]([C:32]([OH:34])([CH3:35])[CH3:33])=[CH:30][CH:31]=2)=[CH:20][CH:21]2[CH2:22][CH2:23][CH2:24][CH2:25]2)(=[O:8])=[O:9])[CH:6]=[CH:5][CH:4]=[CH:3][CH:2]=1, predict the reactants needed to synthesize it. The reactants are: [C:1]1([S:7]([N:10]2[C:14]3=[N:15][CH:16]=[CH:17][CH:18]=[C:13]3[CH:12]=[C:11]2[C:19]([C:26]2[CH:31]=[CH:30][C:29]([C:32](=[O:34])[CH3:33])=[CH:28][CH:27]=2)=[CH:20][CH:21]2[CH2:25][CH2:24][CH2:23][CH2:22]2)(=[O:9])=[O:8])[CH:6]=[CH:5][CH:4]=[CH:3][CH:2]=1.[CH3:35][Mg]Cl.